From a dataset of Peptide-MHC class II binding affinity with 134,281 pairs from IEDB. Regression. Given a peptide amino acid sequence and an MHC pseudo amino acid sequence, predict their binding affinity value. This is MHC class II binding data. The peptide sequence is KIDAAFKVAATAAAT. The MHC is DRB1_1101 with pseudo-sequence DRB1_1101. The binding affinity (normalized) is 0.652.